Dataset: Reaction yield outcomes from USPTO patents with 853,638 reactions. Task: Predict the reaction yield, written as a fraction of the theoretical maximum amount of product (1.0 means a 100% yield; for example, 0.34 means a 34% yield). The reactants are [F:1][C:2]1[CH:3]=[C:4]([NH:22][C:23]([C:25]2[C:26](=[O:38])[N:27]([C:32]3[CH:37]=[CH:36][CH:35]=[CH:34][CH:33]=3)[N:28]([CH3:31])[C:29]=2[CH3:30])=[O:24])[CH:5]=[CH:6][C:7]=1[O:8][C:9]1[C:18]2[C:13](=[CH:14][C:15]([OH:21])=[C:16]([O:19][CH3:20])[CH:17]=2)[N:12]=[CH:11][CH:10]=1.C([O-])([O-])=O.[Cs+].[Cs+].[CH3:45][C:46]1([O:49][CH2:48]1)[CH3:47]. The catalyst is CN(C=O)C.CC(O)(C)C. The product is [F:1][C:2]1[CH:3]=[C:4]([NH:22][C:23]([C:25]2[C:26](=[O:38])[N:27]([C:32]3[CH:37]=[CH:36][CH:35]=[CH:34][CH:33]=3)[N:28]([CH3:31])[C:29]=2[CH3:30])=[O:24])[CH:5]=[CH:6][C:7]=1[O:8][C:9]1[C:18]2[C:13](=[CH:14][C:15]([O:21][CH2:45][C:46]([OH:49])([CH3:48])[CH3:47])=[C:16]([O:19][CH3:20])[CH:17]=2)[N:12]=[CH:11][CH:10]=1. The yield is 0.400.